Dataset: Reaction yield outcomes from USPTO patents with 853,638 reactions. Task: Predict the reaction yield, written as a fraction of the theoretical maximum amount of product (1.0 means a 100% yield; for example, 0.34 means a 34% yield). The reactants are [CH2:1]([O:3][C:4](=[O:35])[C:5]([O:32][CH2:33][CH3:34])=[CH:6][C:7]1[CH:12]=[CH:11][C:10]([C:13]2([CH2:16][N:17]([C:25]([O:27][C:28]([CH3:31])([CH3:30])[CH3:29])=[O:26])[CH2:18][CH2:19][CH2:20][CH2:21][CH2:22][CH2:23][CH3:24])[CH2:15][CH2:14]2)=[CH:9][CH:8]=1)C.[Mg].N. The catalyst is CO.BrCCBr. The product is [CH3:1][O:3][C:4](=[O:35])[CH:5]([O:32][CH2:33][CH3:34])[CH2:6][C:7]1[CH:8]=[CH:9][C:10]([C:13]2([CH2:16][N:17]([C:25]([O:27][C:28]([CH3:30])([CH3:29])[CH3:31])=[O:26])[CH2:18][CH2:19][CH2:20][CH2:21][CH2:22][CH2:23][CH3:24])[CH2:14][CH2:15]2)=[CH:11][CH:12]=1. The yield is 0.870.